This data is from Peptide-MHC class II binding affinity with 134,281 pairs from IEDB. The task is: Regression. Given a peptide amino acid sequence and an MHC pseudo amino acid sequence, predict their binding affinity value. This is MHC class II binding data. (1) The peptide sequence is AAYKLAYKTAEGATP. The MHC is DRB5_0101 with pseudo-sequence DRB5_0101. The binding affinity (normalized) is 0.517. (2) The binding affinity (normalized) is 0.227. The MHC is HLA-DQA10102-DQB10602 with pseudo-sequence HLA-DQA10102-DQB10602. The peptide sequence is EGKPTEKHIQIRSTN. (3) The peptide sequence is SLQYLALVALVAPKK. The MHC is HLA-DQA10103-DQB10603 with pseudo-sequence HLA-DQA10103-DQB10603. The binding affinity (normalized) is 0.611. (4) The binding affinity (normalized) is 0.873. The MHC is DRB1_0101 with pseudo-sequence DRB1_0101. The peptide sequence is YDKFLANVGTVLTGK. (5) The peptide sequence is AFKVAATAANALPAN. The MHC is HLA-DPA10201-DPB11401 with pseudo-sequence HLA-DPA10201-DPB11401. The binding affinity (normalized) is 0.858. (6) The peptide sequence is LVGPFNFRFMSKGGM. The MHC is HLA-DPA10301-DPB10402 with pseudo-sequence HLA-DPA10301-DPB10402. The binding affinity (normalized) is 0.326.